From a dataset of NCI-60 drug combinations with 297,098 pairs across 59 cell lines. Regression. Given two drug SMILES strings and cell line genomic features, predict the synergy score measuring deviation from expected non-interaction effect. (1) Drug 1: CC1=C(C(CCC1)(C)C)C=CC(=CC=CC(=CC(=O)O)C)C. Drug 2: CC1C(C(CC(O1)OC2CC(OC(C2O)C)OC3=CC4=CC5=C(C(=O)C(C(C5)C(C(=O)C(C(C)O)O)OC)OC6CC(C(C(O6)C)O)OC7CC(C(C(O7)C)O)OC8CC(C(C(O8)C)O)(C)O)C(=C4C(=C3C)O)O)O)O. Cell line: IGROV1. Synergy scores: CSS=29.2, Synergy_ZIP=2.90, Synergy_Bliss=5.65, Synergy_Loewe=-28.6, Synergy_HSA=5.17. (2) Drug 1: C1=CN(C(=O)N=C1N)C2C(C(C(O2)CO)O)O.Cl. Drug 2: CC(C)NC(=O)C1=CC=C(C=C1)CNNC.Cl. Cell line: HCT-15. Synergy scores: CSS=38.4, Synergy_ZIP=-0.468, Synergy_Bliss=-3.41, Synergy_Loewe=-39.1, Synergy_HSA=-2.07. (3) Cell line: HCT-15. Drug 1: C1C(C(OC1N2C=C(C(=O)NC2=O)F)CO)O. Synergy scores: CSS=24.0, Synergy_ZIP=-6.92, Synergy_Bliss=-1.64, Synergy_Loewe=-9.10, Synergy_HSA=-2.95. Drug 2: CCN(CC)CCCC(C)NC1=C2C=C(C=CC2=NC3=C1C=CC(=C3)Cl)OC. (4) Drug 1: C1CCC(CC1)NC(=O)N(CCCl)N=O. Drug 2: CC1=C(N=C(N=C1N)C(CC(=O)N)NCC(C(=O)N)N)C(=O)NC(C(C2=CN=CN2)OC3C(C(C(C(O3)CO)O)O)OC4C(C(C(C(O4)CO)O)OC(=O)N)O)C(=O)NC(C)C(C(C)C(=O)NC(C(C)O)C(=O)NCCC5=NC(=CS5)C6=NC(=CS6)C(=O)NCCC[S+](C)C)O. Cell line: SNB-19. Synergy scores: CSS=18.1, Synergy_ZIP=-4.83, Synergy_Bliss=1.35, Synergy_Loewe=-1.60, Synergy_HSA=-0.458.